From a dataset of Full USPTO retrosynthesis dataset with 1.9M reactions from patents (1976-2016). Predict the reactants needed to synthesize the given product. Given the product [CH2:1]1[C:9]2[C:4](=[CH:5][CH:6]=[CH:7][CH:8]=2)[CH2:3][CH:2]1[NH:10][C:11]1[N:12]=[CH:13][C:14](/[CH:15]=[CH:20]/[C:21]([OH:23])=[O:22])=[CH:17][CH:18]=1, predict the reactants needed to synthesize it. The reactants are: [CH2:1]1[C:9]2[C:4](=[CH:5][CH:6]=[CH:7][CH:8]=2)[CH2:3][CH:2]1[NH:10][C:11]1[CH:18]=[CH:17][C:14]([CH:15]=O)=[CH:13][N:12]=1.C(O)(=O)[CH2:20][C:21]([OH:23])=[O:22].N1CCCCC1.